The task is: Predict the reaction yield, written as a fraction of the theoretical maximum amount of product (1.0 means a 100% yield; for example, 0.34 means a 34% yield).. This data is from Reaction yield outcomes from USPTO patents with 853,638 reactions. (1) The reactants are C([O:8][C:9]1[C:10]([Cl:35])=[CH:11][C:12]([Cl:34])=[C:13]([C:15]2[N:23]=[C:22]([Cl:24])[N:21]=[C:20]3[C:16]=2[N:17]=[CH:18][N:19]3[CH2:25][C:26]2[CH:31]=[CH:30][C:29]([O:32][CH3:33])=[CH:28][CH:27]=2)[CH:14]=1)C1C=CC=CC=1.B(Cl)(Cl)Cl. The catalyst is ClCCl. The product is [Cl:35][C:10]1[CH:11]=[C:12]([Cl:34])[C:13]([C:15]2[N:23]=[C:22]([Cl:24])[N:21]=[C:20]3[C:16]=2[N:17]=[CH:18][N:19]3[CH2:25][C:26]2[CH:27]=[CH:28][C:29]([O:32][CH3:33])=[CH:30][CH:31]=2)=[CH:14][C:9]=1[OH:8]. The yield is 0.620. (2) The reactants are [OH:1][C:2]1[CH:7]=[C:6]([O:8][CH3:9])[CH:5]=[CH:4][C:3]=1[C:10]([C:12]1[CH:17]=[CH:16][C:15]([O:18][CH2:19][C:20]2[N:21]=[C:22]([C:26]3[CH:31]=[CH:30][CH:29]=[CH:28][CH:27]=3)[O:23][C:24]=2[CH3:25])=[CH:14][C:13]=1[CH3:32])=[O:11].O[C@@H:34]([CH3:39])[C:35]([O:37]C)=[O:36].C1(P(C2C=CC=CC=2)C2C=CC=CC=2)C=CC=CC=1.N(C(OCC)=O)=NC(OCC)=O. The catalyst is ClCCl. The product is [CH3:9][O:8][C:6]1[CH:5]=[CH:4][C:3]([C:10](=[O:11])[C:12]2[CH:17]=[CH:16][C:15]([O:18][CH2:19][C:20]3[N:21]=[C:22]([C:26]4[CH:27]=[CH:28][CH:29]=[CH:30][CH:31]=4)[O:23][C:24]=3[CH3:25])=[CH:14][C:13]=2[CH3:32])=[C:2]([CH:7]=1)[O:1][C@H:34]([CH3:39])[C:35]([OH:37])=[O:36]. The yield is 0.390. (3) The reactants are Cl[C:2]1[CH:3]=[CH:4][C:5]2[N:11]3[CH2:12][C@H:8]([CH2:9][CH2:10]3)[N:7]([C:13]([NH:15][C:16]3[CH:21]=[CH:20][CH:19]=[CH:18][N:17]=3)=[O:14])[C:6]=2[N:22]=1.[OH:23][C:24]1[CH:25]=[C:26](B(O)O)[CH:27]=[CH:28][CH:29]=1.C1(P(C2CCCCC2)C2C=CC=CC=2C2C(C(C)C)=CC(C(C)C)=CC=2C(C)C)CCCCC1.C([O-])([O-])=O.[Cs+].[Cs+]. The catalyst is O1CCOCC1.O.CC([O-])=O.CC([O-])=O.[Pd+2]. The product is [OH:23][C:24]1[CH:29]=[C:28]([C:2]2[CH:3]=[CH:4][C:5]3[N:11]4[CH2:12][C@H:8]([CH2:9][CH2:10]4)[N:7]([C:13]([NH:15][C:16]4[CH:21]=[CH:20][CH:19]=[CH:18][N:17]=4)=[O:14])[C:6]=3[N:22]=2)[CH:27]=[CH:26][CH:25]=1. The yield is 0.610. (4) The reactants are O1CCOCC1.C(=O)([O-])[O-].[Na+].[Na+].CC1(C)C(C)(C)OB([C:21]2[CH:22]=[N:23][C:24]([NH2:27])=[N:25][CH:26]=2)O1.Cl[C:30]1[N:38]=[C:37]2[C:33]([N:34]=[CH:35][N:36]2[CH2:39][CH:40]2[CH2:44][CH2:43][O:42][CH2:41]2)=[C:32]([N:45]2[CH2:50][CH2:49][O:48][CH2:47][CH2:46]2)[N:31]=1. The catalyst is O.C(OCC)(=O)C. The product is [N:45]1([C:32]2[N:31]=[C:30]([C:21]3[CH:26]=[N:25][C:24]([NH2:27])=[N:23][CH:22]=3)[N:38]=[C:37]3[C:33]=2[N:34]=[CH:35][N:36]3[CH2:39][CH:40]2[CH2:44][CH2:43][O:42][CH2:41]2)[CH2:50][CH2:49][O:48][CH2:47][CH2:46]1. The yield is 0.590. (5) The reactants are [CH:1]([C:4]1([C:7]2[CH:12]=[CH:11][C:10]([CH3:13])=[CH:9][CH:8]=2)[CH2:6][CH2:5]1)([CH3:3])[CH3:2].C1C(=O)N([Br:21])C(=O)C1. The catalyst is ClCCCl. The product is [CH:1]([C:4]1([C:7]2[CH:12]=[CH:11][C:10]([CH2:13][Br:21])=[CH:9][CH:8]=2)[CH2:6][CH2:5]1)([CH3:3])[CH3:2]. The yield is 0.320. (6) The reactants are [CH:1]([C:4]1[C:5]([O:16][CH2:17]OC)=[C:6](B(O)O)[CH:7]=[C:8]([CH:10]([CH3:12])[CH3:11])[CH:9]=1)([CH3:3])[CH3:2].[C:20](=O)([O-])[O-].[Na+].[Na+].[CH3:26][O:27][C:28]([C:30]1[CH:31]=[CH:32][C:33]2[N:34]([C:36](I)=[CH:37][N:38]=2)[CH:35]=1)=[O:29]. The catalyst is C1(C)C=CC=CC=1.C1C=CC([P]([Pd]([P](C2C=CC=CC=2)(C2C=CC=CC=2)C2C=CC=CC=2)([P](C2C=CC=CC=2)(C2C=CC=CC=2)C2C=CC=CC=2)[P](C2C=CC=CC=2)(C2C=CC=CC=2)C2C=CC=CC=2)(C2C=CC=CC=2)C2C=CC=CC=2)=CC=1. The product is [CH3:26][O:27][C:28]([C:30]1[CH:31]=[CH:32][C:33]2[N:34]([C:36]([C:6]3[CH:7]=[C:8]([CH:10]([CH3:11])[CH3:12])[CH:9]=[C:4]([CH:1]([CH3:2])[CH3:3])[C:5]=3[O:16][CH2:17][CH3:20])=[CH:37][N:38]=2)[CH:35]=1)=[O:29]. The yield is 0.650. (7) The reactants are [Cl:1][C:2]1[CH:7]=[CH:6][CH:5]=[C:4]([Cl:8])[C:3]=1[C:9]1[C:13]([CH2:14][O:15][C:16]2[CH:21]=[CH:20][C:19]([C:22]3[CH:23]=[C:24]4[C:29](=[CH:30][CH:31]=3)[N:28]=[C:27]([C:32]([O:34]CC)=[O:33])[CH:26]=[N:25]4)=[CH:18][CH:17]=2)=[C:12]([CH:37]([CH3:39])[CH3:38])[O:11][N:10]=1.[OH-].[Na+]. The catalyst is C(O)C.O1CCCC1. The product is [Cl:1][C:2]1[CH:7]=[CH:6][CH:5]=[C:4]([Cl:8])[C:3]=1[C:9]1[C:13]([CH2:14][O:15][C:16]2[CH:17]=[CH:18][C:19]([C:22]3[CH:23]=[C:24]4[C:29](=[CH:30][CH:31]=3)[N:28]=[C:27]([C:32]([OH:34])=[O:33])[CH:26]=[N:25]4)=[CH:20][CH:21]=2)=[C:12]([CH:37]([CH3:39])[CH3:38])[O:11][N:10]=1. The yield is 0.890. (8) The reactants are [In].[NH2:2][C:3]1[N:8]=[C:7]([Cl:9])[C:6]([CH:10]=[O:11])=[C:5]([Cl:12])[N:4]=1.[I-].[Na+].[CH2:15](Br)[CH:16]=[CH2:17]. The catalyst is CN(C)C=O. The product is [NH2:2][C:3]1[N:4]=[C:5]([Cl:12])[C:6]([CH:10]([OH:11])[CH2:17][CH:16]=[CH2:15])=[C:7]([Cl:9])[N:8]=1. The yield is 0.740. (9) The reactants are [C:1]([C:5]1[CH:29]=[C:8]2[N:9]=[C:10]([CH3:28])[C:11]([CH:20]([CH2:25][CH2:26][CH3:27])[C:21]([O:23]C)=[O:22])=[C:12]([C:13]3[CH:18]=[CH:17][C:16]([CH3:19])=[CH:15][CH:14]=3)[N:7]2[N:6]=1)([CH3:4])([CH3:3])[CH3:2].[OH-].[Na+]. The catalyst is CO.O. The product is [C:1]([C:5]1[CH:29]=[C:8]2[N:9]=[C:10]([CH3:28])[C:11]([CH:20]([CH2:25][CH2:26][CH3:27])[C:21]([OH:23])=[O:22])=[C:12]([C:13]3[CH:18]=[CH:17][C:16]([CH3:19])=[CH:15][CH:14]=3)[N:7]2[N:6]=1)([CH3:3])([CH3:4])[CH3:2]. The yield is 0.550. (10) The reactants are [CH3:1][O:2][C:3](=[O:37])[CH:4]=[CH:5][CH:6]1[CH:13]2[CH:9]([O:10][CH:11]([CH:14]=[CH:15][C:16]3[CH:21]=[CH:20][CH:19]=[CH:18][CH:17]=3)[O:12]2)[CH:8]([N:22]2[CH:30]=[N:29][C:28]3[C:23]2=[N:24][CH:25]=[N:26][C:27]=3[NH:31][C:32]([NH:34][CH2:35][CH3:36])=[O:33])[O:7]1.[BH4-].[Na+]. The catalyst is CO.O.S([O-])([O-])(=O)=O.[Cu+2]. The product is [CH3:1][O:2][C:3](=[O:37])[CH2:4][CH2:5][CH:6]1[CH:13]2[CH:9]([O:10][CH:11]([CH:14]=[CH:15][C:16]3[CH:17]=[CH:18][CH:19]=[CH:20][CH:21]=3)[O:12]2)[CH:8]([N:22]2[CH:30]=[N:29][C:28]3[C:23]2=[N:24][CH:25]=[N:26][C:27]=3[NH:31][C:32]([NH:34][CH2:35][CH3:36])=[O:33])[O:7]1. The yield is 0.500.